From a dataset of NCI-60 drug combinations with 297,098 pairs across 59 cell lines. Regression. Given two drug SMILES strings and cell line genomic features, predict the synergy score measuring deviation from expected non-interaction effect. (1) Drug 1: C1=CC(=CC=C1CC(C(=O)O)N)N(CCCl)CCCl.Cl. Drug 2: CS(=O)(=O)OCCCCOS(=O)(=O)C. Cell line: DU-145. Synergy scores: CSS=22.2, Synergy_ZIP=8.20, Synergy_Bliss=8.60, Synergy_Loewe=4.34, Synergy_HSA=5.97. (2) Drug 1: C(=O)(N)NO. Drug 2: COC1=NC(=NC2=C1N=CN2C3C(C(C(O3)CO)O)O)N. Cell line: A498. Synergy scores: CSS=-1.46, Synergy_ZIP=-0.672, Synergy_Bliss=-2.81, Synergy_Loewe=-6.55, Synergy_HSA=-4.40. (3) Drug 1: CCN(CC)CCCC(C)NC1=C2C=C(C=CC2=NC3=C1C=CC(=C3)Cl)OC. Drug 2: N.N.Cl[Pt+2]Cl. Cell line: SNB-75. Synergy scores: CSS=30.3, Synergy_ZIP=-9.21, Synergy_Bliss=-1.89, Synergy_Loewe=-4.35, Synergy_HSA=1.26. (4) Drug 1: COC1=CC(=CC(=C1O)OC)C2C3C(COC3=O)C(C4=CC5=C(C=C24)OCO5)OC6C(C(C7C(O6)COC(O7)C8=CC=CS8)O)O. Drug 2: CC1C(C(CC(O1)OC2CC(CC3=C2C(=C4C(=C3O)C(=O)C5=C(C4=O)C(=CC=C5)OC)O)(C(=O)C)O)N)O.Cl. Cell line: UO-31. Synergy scores: CSS=21.4, Synergy_ZIP=-5.89, Synergy_Bliss=2.11, Synergy_Loewe=3.26, Synergy_HSA=5.57.